This data is from NCI-60 drug combinations with 297,098 pairs across 59 cell lines. The task is: Regression. Given two drug SMILES strings and cell line genomic features, predict the synergy score measuring deviation from expected non-interaction effect. (1) Drug 1: C1CCC(C1)C(CC#N)N2C=C(C=N2)C3=C4C=CNC4=NC=N3. Drug 2: CN1CCC(CC1)COC2=C(C=C3C(=C2)N=CN=C3NC4=C(C=C(C=C4)Br)F)OC. Cell line: BT-549. Synergy scores: CSS=9.46, Synergy_ZIP=4.74, Synergy_Bliss=9.02, Synergy_Loewe=4.19, Synergy_HSA=5.07. (2) Drug 1: CC12CCC(CC1=CCC3C2CCC4(C3CC=C4C5=CN=CC=C5)C)O. Drug 2: CN1C(=O)N2C=NC(=C2N=N1)C(=O)N. Cell line: EKVX. Synergy scores: CSS=-3.65, Synergy_ZIP=2.28, Synergy_Bliss=-1.71, Synergy_Loewe=-9.33, Synergy_HSA=-7.23. (3) Drug 2: C1C(C(OC1N2C=NC3=C2NC=NCC3O)CO)O. Cell line: MDA-MB-231. Drug 1: C1=NC2=C(N=C(N=C2N1C3C(C(C(O3)CO)O)O)F)N. Synergy scores: CSS=19.0, Synergy_ZIP=19.5, Synergy_Bliss=19.0, Synergy_Loewe=21.4, Synergy_HSA=21.3. (4) Drug 1: CC1CCC2CC(C(=CC=CC=CC(CC(C(=O)C(C(C(=CC(C(=O)CC(OC(=O)C3CCCCN3C(=O)C(=O)C1(O2)O)C(C)CC4CCC(C(C4)OC)OCCO)C)C)O)OC)C)C)C)OC. Drug 2: CC1CCCC2(C(O2)CC(NC(=O)CC(C(C(=O)C(C1O)C)(C)C)O)C(=CC3=CSC(=N3)C)C)C. Cell line: HL-60(TB). Synergy scores: CSS=64.7, Synergy_ZIP=-0.303, Synergy_Bliss=0.209, Synergy_Loewe=-11.1, Synergy_HSA=-0.901.